Dataset: Full USPTO retrosynthesis dataset with 1.9M reactions from patents (1976-2016). Task: Predict the reactants needed to synthesize the given product. Given the product [S:1]1[C:5]2[CH:6]=[C:7]([NH:10][C:11]3[C:12]4[CH:19]=[C:18]([C:20]5[CH2:21][CH2:22][N:23]([C:26]([N:28]6[CH2:29][CH2:30][N:31]([CH2:35][CH:36]7[CH2:39][CH2:38][CH2:37]7)[CH2:32][CH2:33]6)=[O:27])[CH2:24][CH:25]=5)[NH:17][C:13]=4[N:14]=[CH:15][N:16]=3)[CH:8]=[CH:9][C:4]=2[N:3]=[CH:2]1, predict the reactants needed to synthesize it. The reactants are: [S:1]1[C:5]2[CH:6]=[C:7]([NH:10][C:11]3[C:12]4[CH:19]=[C:18]([C:20]5[CH2:21][CH2:22][N:23]([C:26]([N:28]6[CH2:33][CH2:32][NH:31][CH2:30][CH2:29]6)=[O:27])[CH2:24][CH:25]=5)[NH:17][C:13]=4[N:14]=[CH:15][N:16]=3)[CH:8]=[CH:9][C:4]=2[N:3]=[CH:2]1.Br[CH2:35][CH:36]1[CH2:39][CH2:38][CH2:37]1.CCN(C(C)C)C(C)C.